Regression. Given two drug SMILES strings and cell line genomic features, predict the synergy score measuring deviation from expected non-interaction effect. From a dataset of NCI-60 drug combinations with 297,098 pairs across 59 cell lines. (1) Drug 1: CN1CCC(CC1)COC2=C(C=C3C(=C2)N=CN=C3NC4=C(C=C(C=C4)Br)F)OC. Drug 2: CC1CCC2CC(C(=CC=CC=CC(CC(C(=O)C(C(C(=CC(C(=O)CC(OC(=O)C3CCCCN3C(=O)C(=O)C1(O2)O)C(C)CC4CCC(C(C4)OC)OCCO)C)C)O)OC)C)C)C)OC. Cell line: PC-3. Synergy scores: CSS=30.6, Synergy_ZIP=-4.31, Synergy_Bliss=0.0205, Synergy_Loewe=-16.9, Synergy_HSA=3.81. (2) Drug 1: CCN(CC)CCNC(=O)C1=C(NC(=C1C)C=C2C3=C(C=CC(=C3)F)NC2=O)C. Drug 2: CN(CCCl)CCCl.Cl. Cell line: NCI-H226. Synergy scores: CSS=7.12, Synergy_ZIP=-3.86, Synergy_Bliss=-1.41, Synergy_Loewe=-0.188, Synergy_HSA=0.298. (3) Drug 1: C1=NC2=C(N1)C(=S)N=C(N2)N. Drug 2: C1CN1P(=S)(N2CC2)N3CC3. Cell line: ACHN. Synergy scores: CSS=59.3, Synergy_ZIP=-0.614, Synergy_Bliss=-0.309, Synergy_Loewe=-3.29, Synergy_HSA=4.17. (4) Drug 1: C1=NC2=C(N=C(N=C2N1C3C(C(C(O3)CO)O)F)Cl)N. Drug 2: CC1C(C(CC(O1)OC2CC(CC3=C2C(=C4C(=C3O)C(=O)C5=CC=CC=C5C4=O)O)(C(=O)C)O)N)O. Cell line: SNB-75. Synergy scores: CSS=47.4, Synergy_ZIP=-3.12, Synergy_Bliss=-3.19, Synergy_Loewe=1.41, Synergy_HSA=1.92. (5) Drug 1: CCC1(CC2CC(C3=C(CCN(C2)C1)C4=CC=CC=C4N3)(C5=C(C=C6C(=C5)C78CCN9C7C(C=CC9)(C(C(C8N6C=O)(C(=O)OC)O)OC(=O)C)CC)OC)C(=O)OC)O.OS(=O)(=O)O. Drug 2: CN(C(=O)NC(C=O)C(C(C(CO)O)O)O)N=O. Cell line: SNB-19. Synergy scores: CSS=15.8, Synergy_ZIP=-8.23, Synergy_Bliss=-7.24, Synergy_Loewe=-44.6, Synergy_HSA=-7.87.